From a dataset of Catalyst prediction with 721,799 reactions and 888 catalyst types from USPTO. Predict which catalyst facilitates the given reaction. Reactant: [BrH:1].[Cl:2][C:3]1[CH:4]=[CH:5][C:6]([C:11]([C:19]2[CH:24]=[CH:23][C:22]([CH2:25]OCCC(C)C)=[CH:21][CH:20]=2)=[CH:12][C@@H:13]2[NH:17][C:16](=[O:18])[CH2:15][CH2:14]2)=[N:7][C:8]=1[O:9]C.C(=O)(O)[O-].[Na+].O. Product: [Br:1][CH2:25][C:22]1[CH:23]=[CH:24][C:19]([C:11]([C:6]2[NH:7][C:8](=[O:9])[C:3]([Cl:2])=[CH:4][CH:5]=2)=[CH:12][C@H:13]2[CH2:14][CH2:15][C:16](=[O:18])[NH:17]2)=[CH:20][CH:21]=1. The catalyst class is: 10.